Dataset: Catalyst prediction with 721,799 reactions and 888 catalyst types from USPTO. Task: Predict which catalyst facilitates the given reaction. (1) Reactant: [Cl:1][C:2]1[CH:7]=[CH:6][C:5](/[CH:8]=[CH:9]/[C:10]([OH:12])=O)=[C:4]([CH2:13][N:14]2[N:18]=[N:17][C:16]([CH3:19])=[N:15]2)[CH:3]=1.[CH3:20][C:21]1[O:25][C:24]([CH2:26][CH:27]2[CH2:32][CH2:31][NH:30][CH2:29][CH2:28]2)=[N:23][CH:22]=1.CCN(C(C)C)C(C)C.CN(C(ON1N=NC2C=CC=NC1=2)=[N+](C)C)C.F[P-](F)(F)(F)(F)F. Product: [Cl:1][C:2]1[CH:7]=[CH:6][C:5](/[CH:8]=[CH:9]/[C:10]([N:30]2[CH2:31][CH2:32][CH:27]([CH2:26][C:24]3[O:25][C:21]([CH3:20])=[CH:22][N:23]=3)[CH2:28][CH2:29]2)=[O:12])=[C:4]([CH2:13][N:14]2[N:18]=[N:17][C:16]([CH3:19])=[N:15]2)[CH:3]=1. The catalyst class is: 1. (2) Reactant: [H-].[K+].[C:3]1([C:9]2[CH:14]=[CH:13][C:12]([OH:15])=[CH:11][CH:10]=2)[CH:8]=[CH:7][CH:6]=[CH:5][CH:4]=1.[H][H].[Cl:18][CH:19]=[C:20](Cl)[Cl:21]. Product: [Cl:18][C:19]([O:15][C:12]1[CH:11]=[CH:10][C:9]([C:3]2[CH:4]=[CH:5][CH:6]=[CH:7][CH:8]=2)=[CH:14][CH:13]=1)=[CH:20][Cl:21]. The catalyst class is: 188. (3) Product: [CH2:9]([O:11][C:12](=[O:25])[C@@H:13]([O:22][CH2:23][CH3:24])[CH2:14][C:15]1[CH:16]=[CH:17][C:18]([OH:21])=[C:19]([Cl:1])[CH:20]=1)[CH3:10]. Reactant: [Cl:1]N1C(=O)CCC1=O.[CH2:9]([O:11][C:12](=[O:25])[C@@H:13]([O:22][CH2:23][CH3:24])[CH2:14][C:15]1[CH:20]=[CH:19][C:18]([OH:21])=[CH:17][CH:16]=1)[CH3:10]. The catalyst class is: 10. (4) Product: [C:9]([C:6]1([N:11]([OH:12])[C:29](=[O:30])[CH2:28][C:21]2[C:20]([CH3:19])=[CH:25][C:24]([CH3:26])=[CH:23][C:22]=2[CH3:27])[CH2:7][CH2:8][N:3]([N:2]([CH3:13])[CH3:1])[CH2:4][CH2:5]1)#[N:10]. The catalyst class is: 7. Reactant: [CH3:1][N:2]([CH3:13])[N:3]1[CH2:8][CH2:7][C:6]([NH:11][OH:12])([C:9]#[N:10])[CH2:5][CH2:4]1.C(=O)(O)[O-].[Na+].[CH3:19][C:20]1[CH:25]=[C:24]([CH3:26])[CH:23]=[C:22]([CH3:27])[C:21]=1[CH2:28][C:29](Cl)=[O:30].O. (5) Reactant: [CH3:1][C@:2]1([NH:20][C:21](=[O:27])[O:22][C:23]([CH3:26])([CH3:25])[CH3:24])[CH2:6][CH2:5][N:4]([C@@H:7]([C:12]2[CH:13]=[N:14][C:15]([NH:18][NH2:19])=[CH:16][CH:17]=2)[C:8]([F:11])([F:10])[F:9])[CH2:3]1.[Si]([O:35][CH2:36][CH2:37][O:38][C:39]1[CH:48]=[C:47]2[C:42]([CH:43]=[CH:44][C:45]([CH:49]=O)=[N:46]2)=[CH:41][C:40]=1F)(C(C)(C)C)(C)C.[C:52](O)(=O)C.C(O)(=O)C.IC1C=CC=CC=1. Product: [CH3:1][C@:2]1([NH:20][C:21](=[O:27])[O:22][C:23]([CH3:26])([CH3:25])[CH3:24])[CH2:6][CH2:5][N:4]([C@@H:7]([C:12]2[CH:17]=[CH:16][C:15]3[N:14]([C:49]([C:45]4[CH:44]=[CH:43][C:42]5[C:47](=[CH:48][C:39]([O:38][CH2:37][CH2:36][O:35][CH3:52])=[CH:40][CH:41]=5)[N:46]=4)=[N:19][N:18]=3)[CH:13]=2)[C:8]([F:9])([F:10])[F:11])[CH2:3]1. The catalyst class is: 14.